This data is from Full USPTO retrosynthesis dataset with 1.9M reactions from patents (1976-2016). The task is: Predict the reactants needed to synthesize the given product. (1) Given the product [CH3:1][O:2][C:3]([C:5]1[N:6]([CH2:23][C:24]2[CH:32]=[CH:31][C:27]3[O:28][CH2:29][O:30][C:26]=3[CH:25]=2)[C:7](=[O:22])[C:8]2[C:13]([C:14]=1[C:15]1[CH:20]=[CH:19][CH:18]=[CH:17][CH:16]=1)=[CH:12][C:11]([C:35]1[CH:36]=[CH:37][S:33][CH:34]=1)=[CH:10][CH:9]=2)=[O:4], predict the reactants needed to synthesize it. The reactants are: [CH3:1][O:2][C:3]([C:5]1[N:6]([CH2:23][C:24]2[CH:32]=[CH:31][C:27]3[O:28][CH2:29][O:30][C:26]=3[CH:25]=2)[C:7](=[O:22])[C:8]2[C:13]([C:14]=1[C:15]1[CH:20]=[CH:19][CH:18]=[CH:17][CH:16]=1)=[CH:12][C:11](Br)=[CH:10][CH:9]=2)=[O:4].[S:33]1[CH:37]=[CH:36][C:35](B(O)O)=[CH:34]1.C1(C)C=CC=CC=1.C(=O)([O-])[O-].[Na+].[Na+]. (2) Given the product [NH2:1][CH:2]1[CH:3]([OH:33])[CH2:4][CH:5]([CH2:24][OH:25])[CH:6]([OH:16])[CH:7]1[OH:8], predict the reactants needed to synthesize it. The reactants are: [NH2:1][CH:2]1[CH:7]([O:8]CC2C=CC=CC=2)[CH:6]([O:16]CC2C=CC=CC=2)[CH:5]([CH2:24][O:25]CC2C=CC=CC=2)[CH2:4][CH:3]1[OH:33]. (3) Given the product [CH3:1][O:2][C:3]1[CH:4]=[CH:5][C:6]([CH2:7][N:8]2[CH:17]=[C:16]3[C:10]([CH2:11][CH:12]([CH3:22])[CH2:13][C:14]4[S:20][C:19]([NH:21][C:26]5[N:31]=[C:30]([CH3:32])[CH:29]=[CH:28][N:27]=5)=[N:18][C:15]=43)=[N:9]2)=[CH:23][CH:24]=1, predict the reactants needed to synthesize it. The reactants are: [CH3:1][O:2][C:3]1[CH:24]=[CH:23][C:6]([CH2:7][N:8]2[CH:17]=[C:16]3[C:10]([CH2:11][CH:12]([CH3:22])[CH2:13][C:14]4[S:20][C:19]([NH2:21])=[N:18][C:15]=43)=[N:9]2)=[CH:5][CH:4]=1.Cl[C:26]1[N:31]=[C:30]([CH3:32])[CH:29]=[CH:28][N:27]=1.CC1(C)C2C(=C(P(C3C=CC=CC=3)C3C=CC=CC=3)C=CC=2)OC2C(P(C3C=CC=CC=3)C3C=CC=CC=3)=CC=CC1=2.C([O-])([O-])=O.[Cs+].[Cs+]. (4) Given the product [NH2:1][CH:4]1[N:10]=[C:9]([C:11]2[C:12]([O:19][CH3:20])=[N:13][C:14]([O:17][CH3:18])=[N:15][CH:16]=2)[C:8]2[CH:21]=[C:22]([Cl:25])[CH:23]=[CH:24][C:7]=2[N:6]([CH3:26])[C:5]1=[O:27], predict the reactants needed to synthesize it. The reactants are: [N:1]([CH:4]1[N:10]=[C:9]([C:11]2[C:12]([O:19][CH3:20])=[N:13][C:14]([O:17][CH3:18])=[N:15][CH:16]=2)[C:8]2[CH:21]=[C:22]([Cl:25])[CH:23]=[CH:24][C:7]=2[N:6]([CH3:26])[C:5]1=[O:27])=[N+]=[N-].C1C=CC(P(C2C=CC=CC=2)C2C=CC=CC=2)=CC=1. (5) Given the product [OH:25][CH2:24][C:20]1([CH2:19][O:18][C:14]2[C:13]3[C:9]([O:8][CH2:7][CH:4]4[CH2:5][CH2:6][N:1]([CH2:26][C:28]5([C:34]([O:36][CH3:37])=[O:35])[CH2:33][CH2:32][O:31][CH2:30][CH2:29]5)[CH2:2][CH2:3]4)=[N:10][O:11][C:12]=3[CH:17]=[CH:16][CH:15]=2)[CH2:21][CH2:22][CH2:23]1, predict the reactants needed to synthesize it. The reactants are: [NH:1]1[CH2:6][CH2:5][CH:4]([CH2:7][O:8][C:9]2[C:13]3[C:14]([O:18][CH2:19][C:20]4([CH2:24][OH:25])[CH2:23][CH2:22][CH2:21]4)=[CH:15][CH:16]=[CH:17][C:12]=3[O:11][N:10]=2)[CH2:3][CH2:2]1.[CH:26]([C:28]1([C:34]([O:36][CH3:37])=[O:35])[CH2:33][CH2:32][O:31][CH2:30][CH2:29]1)=O.C(C1(C(OC)=O)CCC1)=O.